Dataset: Forward reaction prediction with 1.9M reactions from USPTO patents (1976-2016). Task: Predict the product of the given reaction. (1) Given the reactants Cl.[C:2]([N:5]1[CH2:10][CH2:9][CH:8]([NH2:11])[CH2:7][CH2:6]1)(=[O:4])[CH3:3].N1C=CC=CC=1.Cl[C:19]([O:21][C:22]1[CH:27]=[CH:26][C:25]([F:28])=[CH:24][CH:23]=1)=[O:20].O, predict the reaction product. The product is: [C:2]([N:5]1[CH2:10][CH2:9][CH:8]([NH:11][C:19]([O:21][C:22]2[CH:27]=[CH:26][C:25]([F:28])=[CH:24][CH:23]=2)=[O:20])[CH2:7][CH2:6]1)(=[O:4])[CH3:3]. (2) Given the reactants C([O:5][C:6](=[O:45])[CH2:7][CH2:8][N:9](C(OC(C)(C)C)=O)[CH2:10][C:11]([N:13]1[C:21]2[C:16](=[CH:17][C:18]([O:22][CH2:23][C:24]3[CH:29]=[CH:28][C:27]([CH:30]4[CH2:32][CH2:31]4)=[C:26]([O:33][C:34]([F:37])([F:36])[F:35])[CH:25]=3)=[CH:19][CH:20]=2)[CH2:15][CH2:14]1)=[O:12])(C)(C)C.C(O)(C(F)(F)F)=O, predict the reaction product. The product is: [CH:30]1([C:27]2[CH:28]=[CH:29][C:24]([CH2:23][O:22][C:18]3[CH:17]=[C:16]4[C:21](=[CH:20][CH:19]=3)[N:13]([C:11](=[O:12])[CH2:10][NH:9][CH2:8][CH2:7][C:6]([OH:45])=[O:5])[CH2:14][CH2:15]4)=[CH:25][C:26]=2[O:33][C:34]([F:37])([F:35])[F:36])[CH2:31][CH2:32]1. (3) Given the reactants ClC1C(=O)C(C#N)=C(C#N)C(=O)C=1Cl.[OH:15][CH:16]([C:30]1[CH:35]=[CH:34][C:33]([OH:36])=[C:32]([O:37][CH3:38])[CH:31]=1)[CH2:17][N:18]([CH3:29])[C:19](=[O:28])/[CH:20]=[CH:21]/[C:22]1[CH:23]=[N:24][CH:25]=[CH:26][CH:27]=1, predict the reaction product. The product is: [CH3:29][N:18]([CH2:17][C:16]([C:30]1[CH:35]=[CH:34][C:33]([OH:36])=[C:32]([O:37][CH3:38])[CH:31]=1)=[O:15])[C:19](=[O:28])/[CH:20]=[CH:21]/[C:22]1[CH:23]=[N:24][CH:25]=[CH:26][CH:27]=1. (4) Given the reactants [CH2:1]([NH:5][C:6](=[O:26])[CH2:7][C@H:8]([OH:25])[C@@H:9]([NH:17]C(=O)OC(C)(C)C)[CH2:10][CH:11]1[CH2:16][CH2:15][CH2:14][CH2:13][CH2:12]1)[CH2:2][CH2:3][CH3:4], predict the reaction product. The product is: [NH2:17][C@@H:9]([CH2:10][CH:11]1[CH2:12][CH2:13][CH2:14][CH2:15][CH2:16]1)[C@@H:8]([OH:25])[CH2:7][C:6]([NH:5][CH2:1][CH2:2][CH2:3][CH3:4])=[O:26]. (5) The product is: [N:6]1[CH:11]=[CH:10][C:9]([CH:12]=[CH:13][CH:14]([OH:15])[CH2:3][C:2]#[CH:1])=[CH:8][CH:7]=1. Given the reactants [CH2:1](Br)[C:2]#[CH:3].[Mg].[N:6]1[CH:11]=[CH:10][C:9]([CH:12]=[CH:13][CH:14]=[O:15])=[CH:8][CH:7]=1.OS(O)(=O)=O, predict the reaction product. (6) The product is: [ClH:29].[CH3:13][N:14]([CH3:15])[CH2:27][CH:26]([CH3:30])[C:25]([C:21]1[CH:22]=[CH:23][CH:24]=[C:19]([O:18][CH3:17])[CH:20]=1)=[O:28]. Given the reactants CC[C@H]([C@H]([CH2:13][N:14](C)[CH3:15])C)C1C=CC=C(O)C=1.[CH3:17][O:18][C:19]1[CH:20]=[C:21]([C:25](=[O:28])[CH2:26][CH3:27])[CH:22]=[CH:23][CH:24]=1.[ClH:29].[CH3:30]NC.C=O, predict the reaction product. (7) The product is: [CH3:1][C:2]1[CH:6]=[N:5][N:4]([C:7]2[CH:12]=[CH:11][CH:10]=[C:9]([CH3:13])[N:8]=2)[C:3]=1[O:14][S:22]([C:25]([F:28])([F:27])[F:26])(=[O:24])=[O:23]. Given the reactants [CH3:1][C:2]1[CH:6]=[N:5][N:4]([C:7]2[CH:12]=[CH:11][CH:10]=[C:9]([CH3:13])[N:8]=2)[C:3]=1[OH:14].C(N(CC)CC)C.[S:22](O[S:22]([C:25]([F:28])([F:27])[F:26])(=[O:24])=[O:23])([C:25]([F:28])([F:27])[F:26])(=[O:24])=[O:23], predict the reaction product. (8) Given the reactants [CH3:1][C:2]1[N:6]([C:7]2[CH:8]=[C:9]([C:13]3[CH:18]=[CH:17][CH:16]=[CH:15][C:14]=3[O:19][C:20]([F:23])([F:22])[F:21])[CH:10]=[CH:11][CH:12]=2)[N:5]=[C:4]([CH2:24][OH:25])[CH:3]=1.[C:26](N1C=CN=C1)([N:28]1C=CN=[CH:29]1)=[O:27].CN, predict the reaction product. The product is: [CH3:29][NH:28][C:26](=[O:27])[O:25][CH2:24][C:4]1[CH:3]=[C:2]([CH3:1])[N:6]([C:7]2[CH:8]=[C:9]([C:13]3[CH:18]=[CH:17][CH:16]=[CH:15][C:14]=3[O:19][C:20]([F:22])([F:23])[F:21])[CH:10]=[CH:11][CH:12]=2)[N:5]=1. (9) Given the reactants [N:1]1([CH2:7][CH2:8][NH:9][C:10]2[CH:15]=[CH:14][C:13]([CH2:16][C:17]([O:19]CC)=[O:18])=[CH:12][CH:11]=2)[CH2:6][CH2:5][O:4][CH2:3][CH2:2]1.[OH-].[Na+:23], predict the reaction product. The product is: [N:1]1([CH2:7][CH2:8][NH:9][C:10]2[CH:15]=[CH:14][C:13]([CH2:16][C:17]([O-:19])=[O:18])=[CH:12][CH:11]=2)[CH2:6][CH2:5][O:4][CH2:3][CH2:2]1.[Na+:23].